From a dataset of Catalyst prediction with 721,799 reactions and 888 catalyst types from USPTO. Predict which catalyst facilitates the given reaction. (1) Reactant: [Cl:1][C:2]1[N:7]=[C:6]([NH:8][C:9]2[CH:32]=[CH:31][C:12]3[N:13]([CH3:30])[C:14]([N:16]([C:24]4[CH:29]=[CH:28][CH:27]=[CH:26][CH:25]=4)[C:17](=[O:23])[O:18][C:19]([CH3:22])([CH3:21])[CH3:20])=[N:15][C:11]=3[CH:10]=2)[CH:5]=[CH:4][N:3]=1.[C:33](=O)([O-])[O-].[Cs+].[Cs+].IC. Product: [Cl:1][C:2]1[N:7]=[C:6]([N:8]([CH3:33])[C:9]2[CH:32]=[CH:31][C:12]3[N:13]([CH3:30])[C:14]([N:16]([C:24]4[CH:25]=[CH:26][CH:27]=[CH:28][CH:29]=4)[C:17](=[O:23])[O:18][C:19]([CH3:20])([CH3:21])[CH3:22])=[N:15][C:11]=3[CH:10]=2)[CH:5]=[CH:4][N:3]=1. The catalyst class is: 3. (2) Reactant: F[C:2]1[C:7]([C:8]2[N:13]=[CH:12][C:11]3[CH:14]=[N:15][N:16]([C:17]4[N:22]=[C:21]([N:23]5[CH2:29][CH2:28][CH2:27][N:26](C(OC(C)(C)C)=O)[CH2:25][CH2:24]5)[CH:20]=[N:19][CH:18]=4)[C:10]=3[CH:9]=2)=[CH:6][C:5]([CH3:37])=[CH:4][N:3]=1.Cl.C[OH:40]. Product: [N:23]1([C:21]2[N:22]=[C:17]([N:16]3[C:10]4[CH:9]=[C:8]([C:7]5[C:2]([OH:40])=[N:3][CH:4]=[C:5]([CH3:37])[CH:6]=5)[N:13]=[CH:12][C:11]=4[CH:14]=[N:15]3)[CH:18]=[N:19][CH:20]=2)[CH2:29][CH2:28][CH2:27][NH:26][CH2:25][CH2:24]1. The catalyst class is: 12.